This data is from Experimentally validated miRNA-target interactions with 360,000+ pairs, plus equal number of negative samples. The task is: Binary Classification. Given a miRNA mature sequence and a target amino acid sequence, predict their likelihood of interaction. The miRNA is mmu-miR-712-5p with sequence CUCCUUCACCCGGGCGGUACC. The protein sequence of the target gene is MASVSSATFSGHGARSLLQFLRLVGQLKRVPRTGWVYRNVQRPESVSDHMYRMAVMAMVIKDDRLNKDRCVRLALVHDMAECIVGDIAPADNIPKEEKHRREEEAMKQITQLLPEDLRKELYELWEEYETQSSAEAKFVKQLDQCEMILQASEYEDLEHKPGRLQDFYDSTAGKFNHPEIVQLVSELEAERSTNIAAAASEPHS. Result: 0 (no interaction).